The task is: Predict which catalyst facilitates the given reaction.. This data is from Catalyst prediction with 721,799 reactions and 888 catalyst types from USPTO. (1) Reactant: [Cl:1][C:2]1[CH:10]=[C:9]([NH:11][C:12]2[N:17]=[C:16]([C:18]3[S:19][CH:20]=[CH:21][CH:22]=3)[CH:15]=[CH:14][N:13]=2)[CH:8]=[CH:7][C:3]=1[C:4]([OH:6])=O.[CH3:23][N:24]1[CH2:29][CH2:28][NH:27][CH2:26][CH2:25]1.CCN(C(C)C)C(C)C.CN(C(ON1N=NC2C=CC=NC1=2)=[N+](C)C)C.F[P-](F)(F)(F)(F)F. The catalyst class is: 3. Product: [Cl:1][C:2]1[CH:10]=[C:9]([NH:11][C:12]2[N:17]=[C:16]([C:18]3[S:19][CH:20]=[CH:21][CH:22]=3)[CH:15]=[CH:14][N:13]=2)[CH:8]=[CH:7][C:3]=1[C:4]([N:27]1[CH2:28][CH2:29][N:24]([CH3:23])[CH2:25][CH2:26]1)=[O:6]. (2) Reactant: [Cl:1][C:2]1[CH:9]=[C:8]([O:10][C:11]2[CH:16]=[CH:15][C:14]([CH2:17][OH:18])=[CH:13][C:12]=2[C:19]#[N:20])[CH:7]=[CH:6][C:3]=1[C:4]#[N:5].[H-].[Na+].Cl[C:24]1[CH:25]=[C:26]2[N:33]([CH3:34])[CH2:32][CH2:31][N:27]2[C:28](=[O:30])[N:29]=1. Product: [Cl:1][C:2]1[CH:9]=[C:8]([O:10][C:11]2[CH:16]=[CH:15][C:14]([CH2:17][O:18][C:24]3[CH:25]=[C:26]4[N:33]([CH3:34])[CH2:32][CH2:31][N:27]4[C:28](=[O:30])[N:29]=3)=[CH:13][C:12]=2[C:19]#[N:20])[CH:7]=[CH:6][C:3]=1[C:4]#[N:5]. The catalyst class is: 1.